This data is from Reaction yield outcomes from USPTO patents with 853,638 reactions. The task is: Predict the reaction yield, written as a fraction of the theoretical maximum amount of product (1.0 means a 100% yield; for example, 0.34 means a 34% yield). (1) The yield is 0.640. The product is [O:32]=[C:26]1[CH:25]([N:18]2[C:17](=[O:33])[C:16]3[C:20](=[CH:21][CH:22]=[CH:23][C:15]=3[CH2:14][NH:13][C:34]([C:35]3[CH:36]=[N:37][CH:38]=[CH:39][CH:40]=3)=[O:41])[C:19]2=[O:24])[CH2:30][CH2:29][C:28](=[O:31])[NH:27]1. The reactants are N12CCCN=C1CCCCC2.Cl.[NH2:13][CH2:14][C:15]1[CH:23]=[CH:22][CH:21]=[C:20]2[C:16]=1[C:17](=[O:33])[N:18]([CH:25]1[CH2:30][CH2:29][C:28](=[O:31])[NH:27][C:26]1=[O:32])[C:19]2=[O:24].[C:34](Cl)(=[O:41])[C:35]1[CH:40]=[CH:39][CH:38]=[N:37][CH:36]=1. The catalyst is CC#N. (2) The reactants are C[O:2][C:3](=[O:32])[CH2:4][C:5]1[CH:10]=[CH:9][C:8]([C:11]#[C:12][C:13]2[CH:22]=[C:21]([CH:23]=[CH2:24])[C:20]3[CH:19]([N:25]([CH:27]4[CH2:29][CH2:28]4)[CH3:26])[CH2:18][CH2:17][C:16]([CH3:31])([CH3:30])[C:15]=3[CH:14]=2)=[CH:7][CH:6]=1.[OH-].[Li+]. The catalyst is CO.O1CCCC1. The product is [CH:27]1([N:25]([CH3:26])[CH:19]2[CH2:18][CH2:17][C:16]([CH3:31])([CH3:30])[C:15]3[CH:14]=[C:13]([C:12]#[C:11][C:8]4[CH:7]=[CH:6][C:5]([CH2:4][C:3]([OH:32])=[O:2])=[CH:10][CH:9]=4)[CH:22]=[C:21]([CH:23]=[CH2:24])[C:20]2=3)[CH2:28][CH2:29]1. The yield is 0.960. (3) The reactants are [F:1][C:2]([F:12])([F:11])[C:3]1[CH:10]=[CH:9][C:6]([CH:7]=O)=[CH:5][CH:4]=1.Cl.[O:14]([NH2:16])[CH3:15]. No catalyst specified. The product is [CH3:15][O:14][N:16]=[CH:7][C:6]1[CH:9]=[CH:10][C:3]([C:2]([F:12])([F:11])[F:1])=[CH:4][CH:5]=1. The yield is 1.00. (4) The reactants are [CH3:1][C:2]1[S:3][CH:4]=[C:5]([C:7]2[CH:11]=[C:10]([C:12]([OH:14])=O)[NH:9][N:8]=2)[N:6]=1.[NH2:15][C@@H:16]([CH3:32])[CH2:17][N:18]1[CH:22]=[CH:21][C:20]([C:23]2[CH:30]=[CH:29][C:26]([C:27]#[N:28])=[C:25]([Cl:31])[CH:24]=2)=[N:19]1. No catalyst specified. The product is [Cl:31][C:25]1[CH:24]=[C:23]([C:20]2[CH:21]=[CH:22][N:18]([CH2:17][C@@H:16]([NH:15][C:12]([C:10]3[CH:11]=[C:7]([C:5]4[N:6]=[C:2]([CH3:1])[S:3][CH:4]=4)[NH:8][N:9]=3)=[O:14])[CH3:32])[N:19]=2)[CH:30]=[CH:29][C:26]=1[C:27]#[N:28]. The yield is 0.180.